Predict which catalyst facilitates the given reaction. From a dataset of Catalyst prediction with 721,799 reactions and 888 catalyst types from USPTO. (1) Reactant: [OH:1][C:2]1[CH:11]=[CH:10][C:5]([C:6]([O:8][CH3:9])=[O:7])=[CH:4][C:3]=1[CH3:12].[H-].[Na+].[O:15]1[CH2:18][CH:17](O)[CH2:16]1. Product: [CH3:12][C:3]1[CH:4]=[C:5]([CH:10]=[CH:11][C:2]=1[O:1][CH:17]1[CH2:18][O:15][CH2:16]1)[C:6]([O:8][CH3:9])=[O:7]. The catalyst class is: 3. (2) Reactant: [CH2:1]([O:3][C:4](=[O:13])[CH2:5][C:6]1[CH:11]=[CH:10][C:9]([NH2:12])=[CH:8][CH:7]=1)[CH3:2].[CH:14](=O)[C:15]1[C:16]([O:21][CH3:22])=[CH:17][CH:18]=[CH:19][CH:20]=1.C(O)(=O)C.C([BH3-])#N.[Na+]. Product: [CH2:1]([O:3][C:4](=[O:13])[CH2:5][C:6]1[CH:7]=[CH:8][C:9]([NH:12][CH2:14][C:15]2[CH:20]=[CH:19][CH:18]=[CH:17][C:16]=2[O:21][CH3:22])=[CH:10][CH:11]=1)[CH3:2]. The catalyst class is: 138. (3) Reactant: [F:1][C:2]1[CH:3]=[C:4]([OH:16])[CH:5]=[C:6]([F:15])[C:7]=1[C:8]([CH3:14])([CH3:13])[C:9]([F:12])([F:11])[F:10].Br[CH2:18][C:19]([O:21][CH2:22][CH3:23])=[O:20].C(=O)([O-])[O-].[K+].[K+]. Product: [CH2:22]([O:21][C:19](=[O:20])[CH2:18][O:16][C:4]1[CH:3]=[C:2]([F:1])[C:7]([C:8]([CH3:13])([CH3:14])[C:9]([F:11])([F:12])[F:10])=[C:6]([F:15])[CH:5]=1)[CH3:23]. The catalyst class is: 21. (4) Reactant: [CH3:1]O.[N:3]1[CH:8]=[CH:7][CH:6]=[CH:5][CH:4]=1.[C:9]([O:12][C:13](=[O:15])[CH3:14])(=O)[CH3:10].O. Product: [C:13]([O:12][CH2:9][C:10]1[CH:4]=[CH:5][CH:6]=[CH:7][C:8]=1[NH:3][CH3:1])(=[O:15])[CH3:14]. The catalyst class is: 453. (5) The catalyst class is: 2. Product: [CH3:6][O:7][C:8]([C:10]1[N:11]([CH3:34])[C:12]([N:28]2[CH2:33][CH2:32][N:31]([S:2]([CH3:1])(=[O:4])=[O:3])[CH2:30][CH2:29]2)=[C:13]([C:22]2[CH:27]=[CH:26][N:25]=[CH:24][CH:23]=2)[C:14]=1[C:15]1[CH:20]=[CH:19][C:18]([F:21])=[CH:17][CH:16]=1)=[O:9]. Reactant: [CH3:1][S:2](Cl)(=[O:4])=[O:3].[CH3:6][O:7][C:8]([C:10]1[N:11]([CH3:34])[C:12]([N:28]2[CH2:33][CH2:32][NH:31][CH2:30][CH2:29]2)=[C:13]([C:22]2[CH:27]=[CH:26][N:25]=[CH:24][CH:23]=2)[C:14]=1[C:15]1[CH:20]=[CH:19][C:18]([F:21])=[CH:17][CH:16]=1)=[O:9].C(N(CC)CC)C.O. (6) Reactant: [Cl:1][C:2]1[CH:7]=[CH:6][C:5]([N+:8]([O-])=O)=[CH:4][C:3]=1[CH:11]([F:13])[F:12]. Product: [Cl:1][C:2]1[CH:7]=[CH:6][C:5]([NH2:8])=[CH:4][C:3]=1[CH:11]([F:12])[F:13]. The catalyst class is: 180. (7) Reactant: FC(F)(F)S(O[C:7]1[CH:15]=[CH:14][C:13]([C:16](=[O:18])[CH3:17])=[C:12]2[C:8]=1[CH2:9][CH2:10][CH2:11]2)(=O)=O.[C:21]([O-:24])([O-])=[O:22].[Na+].[Na+].[C]=O.[CH3:29]O. Product: [C:16]([C:13]1[C:12]2[CH2:11][CH2:10][CH2:9][C:8]=2[C:7]([C:21]([O:24][CH3:29])=[O:22])=[CH:15][CH:14]=1)(=[O:18])[CH3:17]. The catalyst class is: 140. (8) Reactant: [CH3:1][C@@:2]12[CH2:10][N:9]([C:11](=[O:32])[CH2:12][N:13]3[CH2:18][CH2:17][CH2:16][C:15]([C:25]4[CH:30]=[CH:29][CH:28]=[CH:27][CH:26]=4)([C:19]4[CH:24]=[CH:23][CH:22]=[CH:21][CH:20]=4)[C:14]3=[O:31])[CH2:8][C@@H:7]1[CH2:6][CH2:5][CH2:4][N:3]2C(OC(C)(C)C)=O.FC(F)(F)C(O)=O. Product: [CH3:1][C@@:2]12[CH2:10][N:9]([C:11](=[O:32])[CH2:12][N:13]3[CH2:18][CH2:17][CH2:16][C:15]([C:25]4[CH:26]=[CH:27][CH:28]=[CH:29][CH:30]=4)([C:19]4[CH:20]=[CH:21][CH:22]=[CH:23][CH:24]=4)[C:14]3=[O:31])[CH2:8][C@@H:7]1[CH2:6][CH2:5][CH2:4][NH:3]2. The catalyst class is: 2. (9) Reactant: [CH3:1][C:2]1[C:3]([NH:15][CH:16]2[CH2:32][CH2:31][C:19]3([CH2:23][N:22](C(OC(C)(C)C)=O)[CH2:21][CH2:20]3)[CH2:18][CH2:17]2)=[N:4][C:5]([NH:8][C:9]2[CH:10]=[N:11][N:12]([CH3:14])[CH:13]=2)=[N:6][CH:7]=1.Cl.CCOC(C)=O. The catalyst class is: 2. Product: [CH3:1][C:2]1[C:3]([NH:15][CH:16]2[CH2:32][CH2:31][C:19]3([CH2:23][NH:22][CH2:21][CH2:20]3)[CH2:18][CH2:17]2)=[N:4][C:5]([NH:8][C:9]2[CH:10]=[N:11][N:12]([CH3:14])[CH:13]=2)=[N:6][CH:7]=1.